This data is from Peptide-MHC class I binding affinity with 185,985 pairs from IEDB/IMGT. The task is: Regression. Given a peptide amino acid sequence and an MHC pseudo amino acid sequence, predict their binding affinity value. This is MHC class I binding data. (1) The binding affinity (normalized) is 0.0847. The peptide sequence is HEKGINPNY. The MHC is HLA-A31:01 with pseudo-sequence HLA-A31:01. (2) The peptide sequence is GRTFGKLPY. The MHC is HLA-B39:01 with pseudo-sequence HLA-B39:01. The binding affinity (normalized) is 0.0847. (3) The peptide sequence is MPWLDNIVE. The MHC is HLA-B15:01 with pseudo-sequence HLA-B15:01. The binding affinity (normalized) is 0.0847. (4) The binding affinity (normalized) is 0.0486. The MHC is HLA-A02:01 with pseudo-sequence HLA-A02:01. The peptide sequence is TTENAAYQV.